Task: Predict the product of the given reaction.. Dataset: Forward reaction prediction with 1.9M reactions from USPTO patents (1976-2016) (1) Given the reactants [OH:1][CH:2]1[O:10][C@H:9]([CH2:11][OH:12])[C@@H:7]([OH:8])[C@H:5]([OH:6])[C@H:3]1[NH2:4].[CH3:13][N:14]([CH2:16][CH:17]1[C:22]([OH:31])([C:23]2[CH:28]=[C:27]([O:29][CH3:30])[CH:26]=[CH:25][CH:24]=2)[CH2:21][CH2:20][CH2:19][CH2:18]1)[CH3:15].[S:32]([OH:36])([OH:35])(=[O:34])=[O:33].OC1O[C@H](CO)[C@@H](O)[C@H](O)[C@H]1N.CN(CC1C(O)(C2C=C(OC)C=CC=2)CCCC1)C.Cl, predict the reaction product. The product is: [S:32]([OH:36])([OH:35])(=[O:34])=[O:33].[OH:1][CH:2]1[O:10][C@H:9]([CH2:11][OH:12])[C@@H:7]([OH:8])[C@H:5]([OH:6])[C@H:3]1[NH2:4].[CH3:15][N:14]([CH2:16][CH:17]1[C:22]([OH:31])([C:23]2[CH:28]=[C:27]([O:29][CH3:30])[CH:26]=[CH:25][CH:24]=2)[CH2:21][CH2:20][CH2:19][CH2:18]1)[CH3:13]. (2) Given the reactants [CH:1]1([C:7]2[C:11]([CH2:12][OH:13])=[CH:10][N:9]([C:14]3[CH:19]=[CH:18][C:17]([C:20]([F:23])([F:22])[F:21])=[CH:16][N:15]=3)[N:8]=2)[CH2:6][CH2:5][CH2:4][CH2:3][CH2:2]1.O[C:25]1[CH:26]=[C:27]([CH2:31][CH2:32][C:33]([O:35]C)=[O:34])[CH:28]=[CH:29][CH:30]=1.C(P(CCCC)CCCC)CCC.N(C(N1CCCCC1)=O)=NC(N1CCCCC1)=O, predict the reaction product. The product is: [CH:1]1([C:7]2[C:11]([CH2:12][O:13][C:29]3[CH:28]=[C:27]([CH2:31][CH2:32][C:33]([OH:35])=[O:34])[CH:26]=[CH:25][CH:30]=3)=[CH:10][N:9]([C:14]3[CH:19]=[CH:18][C:17]([C:20]([F:22])([F:21])[F:23])=[CH:16][N:15]=3)[N:8]=2)[CH2:2][CH2:3][CH2:4][CH2:5][CH2:6]1.